Regression. Given a peptide amino acid sequence and an MHC pseudo amino acid sequence, predict their binding affinity value. This is MHC class I binding data. From a dataset of Peptide-MHC class I binding affinity with 185,985 pairs from IEDB/IMGT. (1) The peptide sequence is KTKDYVNGL. The MHC is HLA-C06:02 with pseudo-sequence HLA-C06:02. The binding affinity (normalized) is 0.100. (2) The peptide sequence is NELGYSGYF. The MHC is HLA-A11:01 with pseudo-sequence HLA-A11:01. The binding affinity (normalized) is 0.0847. (3) The peptide sequence is KELENEYYF. The MHC is HLA-B58:01 with pseudo-sequence HLA-B58:01. The binding affinity (normalized) is 0.0847. (4) The peptide sequence is YAAQGYKVL. The MHC is HLA-A68:02 with pseudo-sequence HLA-A68:02. The binding affinity (normalized) is 0.0951. (5) The peptide sequence is RSSCTSEAA. The MHC is Mamu-A2201 with pseudo-sequence Mamu-A2201. The binding affinity (normalized) is 0. (6) The peptide sequence is FSVSFSPSL. The MHC is HLA-B15:03 with pseudo-sequence HLA-B15:03. The binding affinity (normalized) is 0.715. (7) The peptide sequence is GGHGGSTFK. The MHC is HLA-A23:01 with pseudo-sequence HLA-A23:01. The binding affinity (normalized) is 0.0847.